Dataset: Reaction yield outcomes from USPTO patents with 853,638 reactions. Task: Predict the reaction yield, written as a fraction of the theoretical maximum amount of product (1.0 means a 100% yield; for example, 0.34 means a 34% yield). The reactants are [CH:1]([C:3]1[CH:18]=[CH:17][C:6]([O:7][C:8]2[N:9]=[CH:10][C:11]([C:14]([NH2:16])=[O:15])=[N:12][CH:13]=2)=[C:5]([O:19][CH3:20])[CH:4]=1)=O.[CH2:21]([NH2:26])[CH2:22][CH:23]([CH3:25])[CH3:24].[BH4-].[Na+]. The catalyst is CO. The product is [CH3:20][O:19][C:5]1[CH:4]=[C:3]([CH2:1][NH:26][CH2:21][CH2:22][CH:23]([CH3:25])[CH3:24])[CH:18]=[CH:17][C:6]=1[O:7][C:8]1[N:9]=[CH:10][C:11]([C:14]([NH2:16])=[O:15])=[N:12][CH:13]=1. The yield is 0.549.